From a dataset of Retrosynthesis with 50K atom-mapped reactions and 10 reaction types from USPTO. Predict the reactants needed to synthesize the given product. The reactants are: CC1(C)OB(/C=C/c2ccccc2)OC1(C)C.COc1cc(Br)cnc1OC. Given the product COc1cc(/C=C/c2ccccc2)cnc1OC, predict the reactants needed to synthesize it.